From a dataset of NCI-60 drug combinations with 297,098 pairs across 59 cell lines. Regression. Given two drug SMILES strings and cell line genomic features, predict the synergy score measuring deviation from expected non-interaction effect. Drug 1: C(CC(=O)O)C(=O)CN.Cl. Drug 2: CS(=O)(=O)OCCCCOS(=O)(=O)C. Cell line: COLO 205. Synergy scores: CSS=36.4, Synergy_ZIP=-12.7, Synergy_Bliss=-2.59, Synergy_Loewe=-1.02, Synergy_HSA=3.24.